Dataset: Full USPTO retrosynthesis dataset with 1.9M reactions from patents (1976-2016). Task: Predict the reactants needed to synthesize the given product. (1) Given the product [CH3:39][O:41][C:65]1[CH:64]=[C:61]([CH:62]=[CH:63][C:66]=1[O:67][CH3:68])[CH2:60][NH:51][C@@H:9]([CH2:8][C@@H:7]([OH:6])[CH2:32][C:33](=[O:36])[NH:34][CH3:35])[CH2:10][CH2:11][C@@H:12]1[C@@H:21]2[C:16](=[CH:17][C@H:18]([CH3:29])[CH2:19][C@@H:20]2[O:22][C:23](=[O:28])[C@@H:24]([CH3:27])[CH2:25][CH3:26])[CH:15]=[CH:14][C@@H:13]1[CH3:30].[OH:6][CH:7]([CH2:32][C:33](=[O:36])[NH:34][CH3:35])[CH2:8][C:9](=[O:31])[CH2:10][CH2:11][CH:12]1[CH:21]2[C:16](=[CH:17][CH:18]([CH3:29])[CH2:19][CH:20]2[O:22][C:23](=[O:28])[CH:24]([CH3:27])[CH2:25][CH3:26])[CH:15]=[CH:14][CH:13]1[CH3:30], predict the reactants needed to synthesize it. The reactants are: C([Si](C)(C)[O:6][CH:7]([CH2:32][C:33](=[O:36])[NH:34][CH3:35])[CH2:8][C:9](=[O:31])[CH2:10][CH2:11][CH:12]1[CH:21]2[C:16](=[CH:17][CH:18]([CH3:29])[CH2:19][CH:20]2[O:22][C:23](=[O:28])[CH:24]([CH3:27])[CH2:25][CH3:26])[CH:15]=[CH:14][CH:13]1[CH3:30])(C)(C)C.[C:39](O)(=[O:41])C.O.O.O.[F-].C([N+:51]([CH2:60][CH2:61][CH2:62][CH3:63])(CCCC)CCCC)CCC.[CH2:64]1[CH2:68][O:67][CH2:66][CH2:65]1. (2) Given the product [Cl:1][C:2]1[CH:3]=[N:4][C:5]2[CH2:8][CH2:9][CH2:10][C:11]=2[CH:12]=1, predict the reactants needed to synthesize it. The reactants are: [Cl:1][C:2]1[CH:3]=[N:4][C:5]([CH2:8][CH2:9][CH2:10][C:11]#[CH:12])=NC=1.CCCCCCC.C(OCC)(=O)C. (3) Given the product [CH2:3]([C:5]1[N:9]=[C:8]([CH:10]2[CH2:11][NH:12][CH:15]=[N:14][CH2:13]2)[O:7][N:6]=1)[CH3:4], predict the reactants needed to synthesize it. The reactants are: Cl.Cl.[CH2:3]([C:5]1[N:9]=[C:8]([CH:10]([CH2:13][NH2:14])[CH2:11][NH2:12])[O:7][N:6]=1)[CH3:4].[CH2:15](OC(OCC)OCC)C. (4) Given the product [Br:1][C:2]1[CH:3]=[C:4]([CH2:8][CH2:9][CH2:10][CH2:11][OH:12])[CH:5]=[CH:6][CH:7]=1, predict the reactants needed to synthesize it. The reactants are: [Br:1][C:2]1[CH:7]=[CH:6][CH:5]=[C:4]([CH2:8][CH2:9][CH:10]=[CH2:11])[CH:3]=1.[OH-:12].[Na+].OO. (5) Given the product [Cl:32][C:33]1[C:34]([N:43]2[CH2:44][CH2:45][N:46]([C:11]([NH:10][S:7]([C:5]3[S:6][C:2]([Cl:1])=[CH:3][CH:4]=3)(=[O:9])=[O:8])=[O:12])[CH2:47][CH2:48]2)=[N:35][CH:36]=[C:37]([CH:42]=1)[C:38]([O:40][CH3:41])=[O:39], predict the reactants needed to synthesize it. The reactants are: [Cl:1][C:2]1[S:6][C:5]([S:7]([NH2:10])(=[O:9])=[O:8])=[CH:4][CH:3]=1.[C:11](N1C=CN=C1)(N1C=CN=C1)=[O:12].CCN(C(C)C)C(C)C.[Cl:32][C:33]1[C:34]([N:43]2[CH2:48][CH2:47][NH:46][CH2:45][CH2:44]2)=[N:35][CH:36]=[C:37]([CH:42]=1)[C:38]([O:40][CH3:41])=[O:39].